This data is from NCI-60 drug combinations with 297,098 pairs across 59 cell lines. The task is: Regression. Given two drug SMILES strings and cell line genomic features, predict the synergy score measuring deviation from expected non-interaction effect. (1) Drug 1: CC1=C(C=C(C=C1)NC2=NC=CC(=N2)N(C)C3=CC4=NN(C(=C4C=C3)C)C)S(=O)(=O)N.Cl. Drug 2: C(CC(=O)O)C(=O)CN.Cl. Cell line: NCI-H460. Synergy scores: CSS=-1.17, Synergy_ZIP=-0.601, Synergy_Bliss=-4.02, Synergy_Loewe=-6.81, Synergy_HSA=-7.02. (2) Drug 1: C1=C(C(=O)NC(=O)N1)N(CCCl)CCCl. Drug 2: C1CNP(=O)(OC1)N(CCCl)CCCl. Cell line: SK-MEL-28. Synergy scores: CSS=5.55, Synergy_ZIP=-4.20, Synergy_Bliss=-0.901, Synergy_Loewe=-11.8, Synergy_HSA=-1.43. (3) Drug 1: CNC(=O)C1=NC=CC(=C1)OC2=CC=C(C=C2)NC(=O)NC3=CC(=C(C=C3)Cl)C(F)(F)F. Drug 2: C1C(C(OC1N2C=NC(=NC2=O)N)CO)O. Cell line: CCRF-CEM. Synergy scores: CSS=36.9, Synergy_ZIP=1.57, Synergy_Bliss=3.50, Synergy_Loewe=-20.9, Synergy_HSA=5.62. (4) Drug 1: CCC1=CC2CC(C3=C(CN(C2)C1)C4=CC=CC=C4N3)(C5=C(C=C6C(=C5)C78CCN9C7C(C=CC9)(C(C(C8N6C)(C(=O)OC)O)OC(=O)C)CC)OC)C(=O)OC.C(C(C(=O)O)O)(C(=O)O)O. Drug 2: CC1CCC2CC(C(=CC=CC=CC(CC(C(=O)C(C(C(=CC(C(=O)CC(OC(=O)C3CCCCN3C(=O)C(=O)C1(O2)O)C(C)CC4CCC(C(C4)OC)O)C)C)O)OC)C)C)C)OC. Cell line: NCIH23. Synergy scores: CSS=49.3, Synergy_ZIP=3.22, Synergy_Bliss=3.63, Synergy_Loewe=4.91, Synergy_HSA=6.75. (5) Drug 1: CS(=O)(=O)CCNCC1=CC=C(O1)C2=CC3=C(C=C2)N=CN=C3NC4=CC(=C(C=C4)OCC5=CC(=CC=C5)F)Cl. Drug 2: CS(=O)(=O)OCCCCOS(=O)(=O)C. Cell line: IGROV1. Synergy scores: CSS=32.4, Synergy_ZIP=-8.72, Synergy_Bliss=0.545, Synergy_Loewe=-34.8, Synergy_HSA=2.87. (6) Drug 1: CC1=C(C(CCC1)(C)C)C=CC(=CC=CC(=CC(=O)O)C)C. Drug 2: CS(=O)(=O)OCCCCOS(=O)(=O)C. Cell line: HOP-92. Synergy scores: CSS=-2.51, Synergy_ZIP=3.52, Synergy_Bliss=-3.49, Synergy_Loewe=-8.23, Synergy_HSA=-3.98. (7) Drug 1: C1=CC(=CC=C1CCC2=CNC3=C2C(=O)NC(=N3)N)C(=O)NC(CCC(=O)O)C(=O)O. Drug 2: C1=NNC2=C1C(=O)NC=N2. Cell line: EKVX. Synergy scores: CSS=1.82, Synergy_ZIP=-1.66, Synergy_Bliss=-1.59, Synergy_Loewe=-2.83, Synergy_HSA=-2.33. (8) Drug 1: C1=CC(=CC=C1C#N)C(C2=CC=C(C=C2)C#N)N3C=NC=N3. Drug 2: CCC1(CC2CC(C3=C(CCN(C2)C1)C4=CC=CC=C4N3)(C5=C(C=C6C(=C5)C78CCN9C7C(C=CC9)(C(C(C8N6C=O)(C(=O)OC)O)OC(=O)C)CC)OC)C(=O)OC)O.OS(=O)(=O)O. Cell line: 786-0. Synergy scores: CSS=3.73, Synergy_ZIP=-1.37, Synergy_Bliss=-0.709, Synergy_Loewe=-6.87, Synergy_HSA=-3.78. (9) Drug 1: C1CN(CCN1C(=O)CCBr)C(=O)CCBr. Drug 2: B(C(CC(C)C)NC(=O)C(CC1=CC=CC=C1)NC(=O)C2=NC=CN=C2)(O)O. Cell line: NCIH23. Synergy scores: CSS=71.0, Synergy_ZIP=-9.08, Synergy_Bliss=-9.49, Synergy_Loewe=-12.5, Synergy_HSA=-11.7.